From a dataset of Catalyst prediction with 721,799 reactions and 888 catalyst types from USPTO. Predict which catalyst facilitates the given reaction. (1) Reactant: [CH3:1][C:2]([O:5][C:6]([N:8]1[CH2:14][CH2:13][C:12]2[CH:15]=[CH:16][C:17](B(O)O)=[CH:18][C:11]=2[CH2:10][CH2:9]1)=[O:7])([CH3:4])[CH3:3].[Cl:22][C:23]1[N:28]=[CH:27][C:26]([OH:29])=[CH:25][CH:24]=1.N1C=CC=CC=1. Product: [Cl:22][C:23]1[N:28]=[CH:27][C:26]([O:29][C:17]2[CH:16]=[CH:15][C:12]3[CH2:13][CH2:14][N:8]([C:6]([O:5][C:2]([CH3:4])([CH3:3])[CH3:1])=[O:7])[CH2:9][CH2:10][C:11]=3[CH:18]=2)=[CH:25][CH:24]=1. The catalyst class is: 221. (2) The catalyst class is: 144. Product: [CH:1]([C:3]1[CH:4]=[C:5]([CH:10]=[CH:11][C:12]=1[O:13][CH2:16][CH2:17][N:18]1[CH2:23][CH2:22][O:21][CH2:20][CH2:19]1)[C:6]([O:8][CH3:9])=[O:7])=[O:2]. Reactant: [CH:1]([C:3]1[CH:4]=[C:5]([CH:10]=[CH:11][C:12]=1[OH:13])[C:6]([O:8][CH3:9])=[O:7])=[O:2].Cl.Cl[CH2:16][CH2:17][N:18]1[CH2:23][CH2:22][O:21][CH2:20][CH2:19]1.C([O-])([O-])=O.[K+].[K+].C(OCC)(=O)C. (3) Reactant: [C:1]([C:3]1[CH:4]=[C:5]([S:10]([N:13]([CH2:19][C:20]2[CH:25]=[CH:24][C:23]([O:26][CH3:27])=[CH:22][C:21]=2[O:28][CH3:29])[C:14]2[S:18][N:17]=[CH:16][N:15]=2)(=[O:12])=[O:11])[CH:6]=[CH:7][C:8]=1F)#[N:2].[N:30]1[CH:35]=[CH:34][C:33]([C:36]2[CH:37]=[C:38]([C:43]3[CH:48]=[CH:47][CH:46]=[C:45]([C:49]([F:52])([F:51])[F:50])[CH:44]=3)[CH:39]=[CH:40][C:41]=2[OH:42])=[CH:32][N:31]=1.C(=O)([O-])[O-].[K+].[K+]. Product: [C:1]([C:3]1[CH:4]=[C:5]([S:10]([N:13]([CH2:19][C:20]2[CH:25]=[CH:24][C:23]([O:26][CH3:27])=[CH:22][C:21]=2[O:28][CH3:29])[C:14]2[S:18][N:17]=[CH:16][N:15]=2)(=[O:11])=[O:12])[CH:6]=[CH:7][C:8]=1[O:42][C:41]1[CH:40]=[CH:39][C:38]([C:43]2[CH:48]=[CH:47][CH:46]=[C:45]([C:49]([F:50])([F:51])[F:52])[CH:44]=2)=[CH:37][C:36]=1[C:33]1[CH:34]=[CH:35][N:30]=[N:31][CH:32]=1)#[N:2]. The catalyst class is: 16. (4) Reactant: [CH2:1]([O:3][C:4](=[O:44])[CH2:5][CH2:6][CH2:7][O:8][C:9]1[CH:14]=[CH:13][C:12]([NH:15][C:16]2[C:21]([N+:22]([O-])=O)=[CH:20][N:19]=[C:18]([NH:25][C:26]3[CH:31]=[CH:30][C:29]([O:32][CH2:33][CH2:34][CH2:35][NH:36][C:37]([O:39][C:40]([CH3:43])([CH3:42])[CH3:41])=[O:38])=[CH:28][CH:27]=3)[N:17]=2)=[CH:11][CH:10]=1)[CH3:2]. Product: [CH2:1]([O:3][C:4](=[O:44])[CH2:5][CH2:6][CH2:7][O:8][C:9]1[CH:14]=[CH:13][C:12]([NH:15][C:16]2[C:21]([NH2:22])=[CH:20][N:19]=[C:18]([NH:25][C:26]3[CH:27]=[CH:28][C:29]([O:32][CH2:33][CH2:34][CH2:35][NH:36][C:37]([O:39][C:40]([CH3:43])([CH3:42])[CH3:41])=[O:38])=[CH:30][CH:31]=3)[N:17]=2)=[CH:11][CH:10]=1)[CH3:2]. The catalyst class is: 19. (5) Reactant: [NH2:1][CH2:2][CH2:3][CH2:4][C@H:5]([NH:13][C:14]([C:16]1[C:17](=[O:35])[N:18]([CH:22]([C:29]2[CH:34]=[CH:33][CH:32]=[CH:31][CH:30]=2)[C:23]2[CH:28]=[CH:27][CH:26]=[CH:25][CH:24]=2)[CH:19]=[CH:20][CH:21]=1)=[O:15])[C:6]([O:8][C:9]([CH3:12])([CH3:11])[CH3:10])=[O:7].[N:36]#[C:37]Br.C(N(CC)CC)C.ClCCl. Product: [C:37]([NH:1][CH2:2][CH2:3][CH2:4][C@H:5]([NH:13][C:14]([C:16]1[C:17](=[O:35])[N:18]([CH:22]([C:29]2[CH:34]=[CH:33][CH:32]=[CH:31][CH:30]=2)[C:23]2[CH:28]=[CH:27][CH:26]=[CH:25][CH:24]=2)[CH:19]=[CH:20][CH:21]=1)=[O:15])[C:6]([O:8][C:9]([CH3:12])([CH3:11])[CH3:10])=[O:7])#[N:36]. The catalyst class is: 28. (6) The catalyst class is: 1. Product: [CH3:23][S:24]([O:14][C@H:11]1[CH2:10][CH2:9][C@@H:8]([NH:7][C:6]([O:5][C:1]([CH3:4])([CH3:2])[CH3:3])=[O:15])[CH2:13][CH2:12]1)(=[O:26])=[O:25]. Reactant: [C:1]([O:5][C:6](=[O:15])[NH:7][C@H:8]1[CH2:13][CH2:12][C@@H:11]([OH:14])[CH2:10][CH2:9]1)([CH3:4])([CH3:3])[CH3:2].CCN(CC)CC.[CH3:23][S:24](Cl)(=[O:26])=[O:25]. (7) Reactant: [N:1]#[C:2][Br:3].[NH2:4][C:5]1[C:6]([Cl:21])=[N:7][C:8]2[C:13]([C:14]=1[NH:15][CH2:16][C:17]([CH3:20])([OH:19])[CH3:18])=[CH:12][CH:11]=[CH:10][CH:9]=2. The catalyst class is: 8. Product: [BrH:3].[Cl:21][C:6]1[C:5]2[N:4]=[C:2]([NH2:1])[N:15]([CH2:16][C:17]([CH3:20])([OH:19])[CH3:18])[C:14]=2[C:13]2[CH:12]=[CH:11][CH:10]=[CH:9][C:8]=2[N:7]=1.